This data is from Catalyst prediction with 721,799 reactions and 888 catalyst types from USPTO. The task is: Predict which catalyst facilitates the given reaction. (1) The catalyst class is: 1. Reactant: [NH:1]1[C:5]2[CH:6]=[CH:7][CH:8]=[CH:9][C:4]=2[NH:3][CH:2]1[CH2:10][C:11]#[N:12].[C:13](O[C:13]([O:15][C:16]([CH3:19])([CH3:18])[CH3:17])=[O:14])([O:15][C:16]([CH3:19])([CH3:18])[CH3:17])=[O:14].C(N(CC)CC)C. Product: [C:16]([O:15][C:13]([N:1]1[C:5]2[CH:6]=[CH:7][CH:8]=[CH:9][C:4]=2[NH:3][CH:2]1[CH2:10][C:11]#[N:12])=[O:14])([CH3:19])([CH3:18])[CH3:17]. (2) Reactant: [OH-].[Na+].[C:3]([O:7][C:8]([NH:10][C:11]1([C:39]([O:41]C)=[O:40])[CH2:16][CH2:15][N:14]([C:17]2[C:18]3[C:25]([CH:26]4[CH2:28][CH2:27]4)=[CH:24][N:23](S(C4C=CC(C)=CC=4)(=O)=O)[C:19]=3[N:20]=[CH:21][N:22]=2)[CH2:13][CH2:12]1)=[O:9])([CH3:6])([CH3:5])[CH3:4]. Product: [C:3]([O:7][C:8]([NH:10][C:11]1([C:39]([OH:41])=[O:40])[CH2:12][CH2:13][N:14]([C:17]2[C:18]3[C:25]([CH:26]4[CH2:27][CH2:28]4)=[CH:24][NH:23][C:19]=3[N:20]=[CH:21][N:22]=2)[CH2:15][CH2:16]1)=[O:9])([CH3:6])([CH3:4])[CH3:5]. The catalyst class is: 49. (3) Reactant: [N:1]1([CH:6]([CH2:29][CH2:30][CH2:31][CH3:32])[CH2:7][CH2:8][CH2:9][CH2:10][CH2:11][CH2:12][CH2:13][CH2:14][CH2:15][CH2:16][CH2:17][CH:18](C(OCC)=O)[C:19]([O:21]CC)=[O:20])[CH:5]=[CH:4][N:3]=[CH:2]1.[OH-].[Na+]. Product: [N:1]1([CH:6]([CH2:29][CH2:30][CH2:31][CH3:32])[CH2:7][CH2:8][CH2:9][CH2:10][CH2:11][CH2:12][CH2:13][CH2:14][CH2:15][CH2:16][CH2:17][CH2:18][C:19]([OH:21])=[O:20])[CH:5]=[CH:4][N:3]=[CH:2]1. The catalyst class is: 24. (4) Reactant: [CH3:1][C:2]([C:4]1[C:5]2[CH2:6][CH2:7][C:8]([CH3:18])([CH3:17])[C:9]=2[CH:10]=[C:11]([C:13]([CH3:16])([CH3:15])[CH3:14])[CH:12]=1)=O.[C:19](O)(=O)C.[CH:23]([NH2:25])=[NH:24]. Product: [CH3:14][C:13]([C:11]1[CH:10]=[C:9]2[C:5]([CH2:6][CH2:7][C:8]2([CH3:18])[CH3:17])=[C:4]([C:2]2[CH:1]=[CH:19][N:25]=[CH:23][N:24]=2)[CH:12]=1)([CH3:16])[CH3:15]. The catalyst class is: 51. (5) Product: [O:32]=[C:26]1[CH:25]([N:18]2[CH2:17][C:16]3[C:20](=[CH:21][CH:22]=[CH:23][C:15]=3[CH2:14][NH:13][C:33](=[O:40])[C:34]3[CH:39]=[CH:38][CH:37]=[CH:36][CH:35]=3)[C:19]2=[O:24])[CH2:30][CH2:29][C:28](=[O:31])[NH:27]1. The catalyst class is: 10. Reactant: N12CCCN=C1CCCCC2.Cl.[NH2:13][CH2:14][C:15]1[CH:23]=[CH:22][CH:21]=[C:20]2[C:16]=1[CH2:17][N:18]([CH:25]1[CH2:30][CH2:29][C:28](=[O:31])[NH:27][C:26]1=[O:32])[C:19]2=[O:24].[C:33](Cl)(=[O:40])[C:34]1[CH:39]=[CH:38][CH:37]=[CH:36][CH:35]=1. (6) Reactant: [CH:1]([C:4]1[C:8]([Cl:9])=[C:7]([CH:10]([CH3:12])[CH3:11])[NH:6][N:5]=1)([CH3:3])[CH3:2].C([O-])([O-])=O.[K+].[K+].Cl[CH2:20][C:21]([N:23]1[CH2:28][CH2:27][N:26]([C:29]2[CH:34]=[CH:33][C:32]([F:35])=[CH:31][CH:30]=2)[CH2:25][CH2:24]1)=[O:22].CN(C=O)C. Product: [CH:10]([C:7]1[C:8]([Cl:9])=[C:4]([CH:1]([CH3:3])[CH3:2])[N:5]([CH2:20][C:21]([N:23]2[CH2:24][CH2:25][N:26]([C:29]3[CH:34]=[CH:33][C:32]([F:35])=[CH:31][CH:30]=3)[CH2:27][CH2:28]2)=[O:22])[N:6]=1)([CH3:12])[CH3:11]. The catalyst class is: 195.